From a dataset of Catalyst prediction with 721,799 reactions and 888 catalyst types from USPTO. Predict which catalyst facilitates the given reaction. (1) Reactant: C1(OC(=NC2C=CC=CC=2)C=CSC2C=CC=CC=2)C=CC=CC=1.[C:25]1([N:31]=[C:32]([O:44][C:45]2[CH:50]=[CH:49][CH:48]=[CH:47][CH:46]=2)[CH:33]=[CH:34][S:35]([C:38]2[CH:43]=[CH:42][CH:41]=[CH:40][CH:39]=2)(=[O:37])=[O:36])[CH:30]=[CH:29][CH:28]=[CH:27][CH:26]=1.C1C=C(Cl)C=C(C(OO)=O)C=1.C(=O)(O)[O-].[Na+]. Product: [C:25]1([N:31]=[C:32]([O:44][C:45]2[CH:46]=[CH:47][CH:48]=[CH:49][CH:50]=2)[CH:33]=[CH:34][S:35]([C:38]2[CH:39]=[CH:40][CH:41]=[CH:42][CH:43]=2)(=[O:37])=[O:36])[CH:26]=[CH:27][CH:28]=[CH:29][CH:30]=1. The catalyst class is: 22. (2) Reactant: [C:1]([C@@H:4]1[CH2:8][C@@H:7]([F:9])[CH2:6][N:5]1C(OC(C)(C)C)=O)(=[O:3])[NH2:2].[ClH:17]. Product: [ClH:17].[F:9][C@H:7]1[CH2:6][NH:5][C@H:4]([C:1]([NH2:2])=[O:3])[CH2:8]1. The catalyst class is: 12. (3) Reactant: [CH2:1]([C:3]1[C:14](=[O:15])[N:13]([C:16]2[CH:17]=[C:18]([NH:22][C:23](=[O:29])[O:24][C:25]([CH3:28])([CH3:27])[CH3:26])[CH:19]=[CH:20][CH:21]=2)[C:6]2[N:7]=[C:8]([S:11][CH3:12])[N:9]=[CH:10][C:5]=2[CH:4]=1)[CH3:2].ClC1C=C(C=CC=1)C(OO)=[O:35].C([O-])([O-])=O.[Na+].[Na+]. Product: [CH2:1]([C:3]1[C:14](=[O:15])[N:13]([C:16]2[CH:17]=[C:18]([NH:22][C:23](=[O:29])[O:24][C:25]([CH3:28])([CH3:27])[CH3:26])[CH:19]=[CH:20][CH:21]=2)[C:6]2[N:7]=[C:8]([S:11]([CH3:12])=[O:35])[N:9]=[CH:10][C:5]=2[CH:4]=1)[CH3:2]. The catalyst class is: 2. (4) Reactant: [Cl:1][C:2]1[C:3]([C:26]2[CH:31]=[CH:30][C:29]([O:32][CH3:33])=[CH:28][CH:27]=2)=[C:4]2[C:18]3[CH2:19][CH2:20][C@H:21]([C:23]([OH:25])=O)[CH2:22][C:17]=3[S:16][C:5]2=[N:6][C:7]=1[CH2:8][N:9]1[C:13](=[O:14])[CH2:12][O:11][C:10]1=[O:15].[NH4+].O[N:36]1C2C=CC=CC=2N=N1.CCN=C=NCCCN(C)C.CN(C=O)C. Product: [Cl:1][C:2]1[C:3]([C:26]2[CH:31]=[CH:30][C:29]([O:32][CH3:33])=[CH:28][CH:27]=2)=[C:4]2[C:18]3[CH2:19][CH2:20][C@H:21]([C:23]([NH2:36])=[O:25])[CH2:22][C:17]=3[S:16][C:5]2=[N:6][C:7]=1[CH2:8][N:9]1[C:13](=[O:14])[CH2:12][O:11][C:10]1=[O:15]. The catalyst class is: 69. (5) Reactant: [CH2:1]([N:3]([CH2:22][CH3:23])[CH2:4][CH2:5][N:6]1[CH2:11][CH2:10][N:9]([C:12]2[CH:13]=[CH:14][C:15]([N+:19]([O-])=O)=[C:16]([CH:18]=2)[NH2:17])[CH2:8][CH2:7]1)[CH3:2]. Product: [CH2:22]([N:3]([CH2:1][CH3:2])[CH2:4][CH2:5][N:6]1[CH2:11][CH2:10][N:9]([C:12]2[CH:18]=[C:16]([NH2:17])[C:15]([NH2:19])=[CH:14][CH:13]=2)[CH2:8][CH2:7]1)[CH3:23]. The catalyst class is: 29. (6) Reactant: [NH2:1][C:2]1[C:7]([F:8])=[CH:6][N:5]([S:9]([C:12]2[CH:17]=[CH:16][CH:15]=[CH:14][CH:13]=2)(=[O:11])=[O:10])[C:4](=[O:18])[N:3]=1.[H-].[Na+].[C:21]1([N:27]=[C:28]=[S:29])[CH:26]=[CH:25][CH:24]=[CH:23][CH:22]=1. Product: [C:12]1([S:9]([N:5]2[CH:6]=[C:7]([F:8])[C:2]([NH:1][C:28]([NH:27][C:21]3[CH:26]=[CH:25][CH:24]=[CH:23][CH:22]=3)=[S:29])=[N:3][C:4]2=[O:18])(=[O:10])=[O:11])[CH:17]=[CH:16][CH:15]=[CH:14][CH:13]=1. The catalyst class is: 765. (7) Reactant: [F:1][C:2]1[CH:9]=[CH:8][C:5]([CH:6]=O)=[CH:4][CH:3]=1.[O-:10][CH2:11][CH3:12].[Na+].[CH2:14]([OH:16])[CH3:15].O. Product: [F:1][C:2]1[CH:9]=[CH:8][C:5](/[CH:6]=[CH:12]/[C:11]([O:16][CH2:14][CH3:15])=[O:10])=[CH:4][CH:3]=1. The catalyst class is: 7.